Predict the product of the given reaction. From a dataset of Forward reaction prediction with 1.9M reactions from USPTO patents (1976-2016). (1) Given the reactants [CH3:1][O:2][C:3]1[N:8]=[C:7]2[N:9]=[C:10]([S:26]([CH2:28][C:29]3[C:34]([CH3:35])=[C:33]([O:36][CH3:37])[C:32]([CH3:38])=[CH:31][N:30]=3)=[O:27])[N:11](S(C3C=CC(OCC([O-])=O)=CC=3)(=O)=O)[C:6]2=[CH:5][CH:4]=1.[Na+].COC1N=C2N(S(C3C=CC(OCC([O-])=O)=CC=3)(=O)=O)C(S(CC3C(C)=C(OC)C(C)=CN=3)=O)=NC2=CC=1.[Na+], predict the reaction product. The product is: [CH3:38][C:32]1[CH:31]=[N:30][C:29]([CH2:28][S+:26]([O-:27])[C:10]2[NH:11][C:6]3[CH:5]=[CH:4][C:3]([O:2][CH3:1])=[N:8][C:7]=3[N:9]=2)=[C:34]([CH3:35])[C:33]=1[O:36][CH3:37]. (2) Given the reactants [C:1]([OH:7])(=[O:6])[CH:2]=[CH:3][CH2:4]C, predict the reaction product. The product is: [CH2:1]=[CH:2][CH2:3][CH3:4].[C:1](=[O:7])=[O:6].[CH:1](=[O:6])[CH2:2][CH3:3]. (3) Given the reactants [C:1]1([CH2:7][CH2:8][CH2:9][N:10]=[C:11]=[O:12])[CH:6]=[CH:5][CH:4]=[CH:3][CH:2]=1.[NH2:13][C:14]1[CH:19]=[CH:18][CH:17]=[CH:16][N:15]=1, predict the reaction product. The product is: [C:1]1([CH2:7][CH2:8][CH2:9][NH:10][C:11]([NH:13][C:14]2[CH:19]=[CH:18][CH:17]=[CH:16][N:15]=2)=[O:12])[CH:6]=[CH:5][CH:4]=[CH:3][CH:2]=1. (4) Given the reactants Cl[CH2:2][C:3]([NH:5][C:6]1[CH:11]=[C:10]([C:12]2[NH:20][C:19]3[C:14](=[N:15][CH:16]=[C:17]([Cl:21])[CH:18]=3)[C:13]=2[C:22]2[CH:27]=[CH:26][C:25]([F:28])=[CH:24][N:23]=2)[CH:9]=[CH:8][N:7]=1)=[O:4].[O:29]1[CH2:34][CH2:33][N:32]([CH2:35][CH2:36][NH2:37])[CH2:31][CH2:30]1.C(O)(C(F)(F)F)=O, predict the reaction product. The product is: [Cl:21][C:17]1[CH:18]=[C:19]2[NH:20][C:12]([C:10]3[CH:9]=[CH:8][N:7]=[C:6]([NH:5][C:3](=[O:4])[CH2:2][NH:37][CH2:36][CH2:35][N:32]4[CH2:33][CH2:34][O:29][CH2:30][CH2:31]4)[CH:11]=3)=[C:13]([C:22]3[CH:27]=[CH:26][C:25]([F:28])=[CH:24][N:23]=3)[C:14]2=[N:15][CH:16]=1. (5) The product is: [Cl:1][C:2]1[C:3]([NH:15][C:16]([C:18]2[C:26]3[C:21](=[CH:22][C:23]([F:27])=[CH:24][CH:25]=3)[N:20]([CH3:28])[CH:19]=2)=[O:17])=[CH:4][C:5]([F:14])=[C:6]([CH2:8][C:9]([OH:11])=[O:10])[CH:7]=1. Given the reactants [Cl:1][C:2]1[C:3]([NH:15][C:16]([C:18]2[C:26]3[C:21](=[CH:22][C:23]([F:27])=[CH:24][CH:25]=3)[N:20]([CH3:28])[CH:19]=2)=[O:17])=[CH:4][C:5]([F:14])=[C:6]([CH2:8][C:9]([O:11]CC)=[O:10])[CH:7]=1.[OH-].[Na+], predict the reaction product. (6) Given the reactants [Br:1][C:2]1[C:3]([N:17]2[CH2:21][CH2:20][C@@H:19]([NH:22]C(=O)OC(C)(C)C)[CH2:18]2)=[C:4]2[C:10]([NH:11][C:12](=[O:16])[C@@H:13]([OH:15])[CH3:14])=[CH:9][NH:8][C:5]2=[N:6][CH:7]=1.C(O)(C(F)(F)F)=O.C(Cl)[Cl:38], predict the reaction product. The product is: [ClH:38].[NH2:22][C@@H:19]1[CH2:20][CH2:21][N:17]([C:3]2[C:2]([Br:1])=[CH:7][N:6]=[C:5]3[NH:8][CH:9]=[C:10]([NH:11][C:12](=[O:16])[C@@H:13]([OH:15])[CH3:14])[C:4]=23)[CH2:18]1. (7) Given the reactants [ClH:1].[CH3:2][O:3][C:4]1[CH:9]=[CH:8][CH:7]=[CH:6][C:5]=1[N:10]1[CH2:15][CH2:14][N:13](C(OC(C)(C)C)=O)[CH2:12][CH2:11]1, predict the reaction product. The product is: [ClH:1].[CH3:2][O:3][C:4]1[CH:9]=[CH:8][CH:7]=[CH:6][C:5]=1[N:10]1[CH2:15][CH2:14][NH:13][CH2:12][CH2:11]1. (8) Given the reactants [CH2:1]([NH:7][C:8](=[O:33])[NH:9][C:10]1[CH:15]=[CH:14][C:13]([S:16]([NH:19][C:20]2[CH:25]=[CH:24][C:23]([N:26]3[CH2:31][CH2:30][C:29](=O)[CH2:28][CH2:27]3)=[CH:22][CH:21]=2)(=[O:18])=[O:17])=[CH:12][CH:11]=1)[CH2:2][CH2:3][CH2:4][CH2:5][CH3:6].[NH2:34][CH2:35][CH:36]([C:38]1[CH:39]=[N:40][C:41]([CH3:44])=[CH:42][CH:43]=1)[OH:37], predict the reaction product. The product is: [CH2:1]([NH:7][C:8]([NH:9][C:10]1[CH:11]=[CH:12][C:13]([S:16]([NH:19][C:20]2[CH:21]=[CH:22][C:23]([N:26]3[CH2:27][CH2:28][CH:29]([NH:34][CH2:35][CH:36]([OH:37])[C:38]4[CH:39]=[N:40][C:41]([CH3:44])=[CH:42][CH:43]=4)[CH2:30][CH2:31]3)=[CH:24][CH:25]=2)(=[O:18])=[O:17])=[CH:14][CH:15]=1)=[O:33])[CH2:2][CH2:3][CH2:4][CH2:5][CH3:6]. (9) The product is: [C:20]([C:18]1[N:19]=[C:15]([N:12]2[CH2:11][CH2:10][CH:9]([OH:8])[CH2:14][CH2:13]2)[S:16][CH:17]=1)(=[O:22])[NH2:21]. Given the reactants [Si]([O:8][CH:9]1[CH2:14][CH2:13][N:12]([C:15]2[S:16][CH:17]=[C:18]([C:20](=[O:22])[NH2:21])[N:19]=2)[CH2:11][CH2:10]1)(C(C)(C)C)(C)C.C(O)(=O)C.[F-].C([N+](CCCC)(CCCC)CCCC)CCC, predict the reaction product. (10) Given the reactants [F:1][C:2]([F:12])([F:11])[C:3]([C:5]1[CH:10]=[CH:9][CH:8]=[CH:7][CH:6]=1)=[O:4].Cl.[C:14]([O:17][CH2:18][CH3:19])(=[O:16])[CH3:15], predict the reaction product. The product is: [F:1][C:2]([F:11])([F:12])[C:3]([OH:4])([C:5]1[CH:10]=[CH:9][CH:8]=[CH:7][CH:6]=1)[CH2:15][C:14]([O:17][CH2:18][CH3:19])=[O:16].